Dataset: Catalyst prediction with 721,799 reactions and 888 catalyst types from USPTO. Task: Predict which catalyst facilitates the given reaction. Reactant: [O:1]1[C:10]2[C:5](=[CH:6][CH:7]=[CH:8][CH:9]=2)[C@H:4]([NH:11][C:12]([C@@H:14]2[CH2:19][N:18]3[CH2:20][C@H:21]([O:23][CH2:24][CH3:25])[CH2:22][C@@H:17]3[CH2:16][N:15]2[C:26](OC(C)(C)C)=[O:27])=[O:13])[CH2:3][CH2:2]1.Cl.Cl.O1C2C(=CC=CC=2)[C@H](NC([C@@H]2CN3C[C@H](O)C[C@@H]3CN2)=O)CC1.[CH2:58]([O:65][C:66]([NH:68][C@@H:69]([CH:73]1[CH2:78][CH2:77][C:76]([F:80])([F:79])[CH2:75][CH2:74]1)C(O)=O)=[O:67])[C:59]1[CH:64]=[CH:63][CH:62]=[CH:61][CH:60]=1.ON1C2C=CC=CC=2N=N1.Cl.C(N=C=NCCCN(C)C)C. Product: [CH2:58]([O:65][C:66](=[O:67])[NH:68][C@@H:69]([CH:73]1[CH2:78][CH2:77][C:76]([F:80])([F:79])[CH2:75][CH2:74]1)[C:26]([N:15]1[C@H:14]([C:12](=[O:13])[NH:11][C@H:4]2[C:5]3[C:10](=[CH:9][CH:8]=[CH:7][CH:6]=3)[O:1][CH2:2][CH2:3]2)[CH2:19][N:18]2[CH2:20][C@H:21]([O:23][CH2:24][CH3:25])[CH2:22][C@@H:17]2[CH2:16]1)=[O:27])[C:59]1[CH:60]=[CH:61][CH:62]=[CH:63][CH:64]=1. The catalyst class is: 9.